Dataset: Reaction yield outcomes from USPTO patents with 853,638 reactions. Task: Predict the reaction yield, written as a fraction of the theoretical maximum amount of product (1.0 means a 100% yield; for example, 0.34 means a 34% yield). The reactants are O1CCCCC1[N:7]1[C:15]2[C:10](=[CH:11][C:12]([C:16]3[N:20]=[CH:19][N:18](C(C4C=CC=CC=4)(C4C=CC=CC=4)C4C=CC=CC=4)[N:17]=3)=[CH:13][CH:14]=2)[C:9]([C:40]2[CH:41]=[C:42]([CH:47]=[CH:48][CH:49]=2)[C:43]([O:45]C)=O)=[N:8]1.[OH-].[Li+].O[N:53]1[C:57]2[CH:58]=[CH:59][CH:60]=[CH:61][C:56]=2N=N1.C1(N)CCCCC1.Cl.C(N=C=NCCCN(C)C)C.Cl. The catalyst is O1CCCC1.O.O1CCOCC1. The product is [NH:18]1[CH:19]=[N:20][C:16]([C:12]2[CH:11]=[C:10]3[C:15](=[CH:14][CH:13]=2)[NH:7][N:8]=[C:9]3[C:40]2[CH:41]=[C:42]([C:43]([NH:53][CH:57]3[CH2:58][CH2:59][CH2:60][CH2:61][CH2:56]3)=[O:45])[CH:47]=[CH:48][CH:49]=2)=[N:17]1. The yield is 0.0600.